This data is from Forward reaction prediction with 1.9M reactions from USPTO patents (1976-2016). The task is: Predict the product of the given reaction. Given the reactants [CH3:1][O:2][C:3]1[CH:4]=[C:5]([N:11]([CH3:35])[S:12]([C:15]2[CH:20]=[CH:19][C:18]([CH2:21][CH2:22][CH2:23][N:24]3C(=O)C4C(=CC=CC=4)C3=O)=[CH:17][CH:16]=2)(=[O:14])=[O:13])[CH:6]=[CH:7][C:8]=1[O:9][CH3:10].O.NN, predict the reaction product. The product is: [NH2:24][CH2:23][CH2:22][CH2:21][C:18]1[CH:19]=[CH:20][C:15]([S:12]([N:11]([C:5]2[CH:6]=[CH:7][C:8]([O:9][CH3:10])=[C:3]([O:2][CH3:1])[CH:4]=2)[CH3:35])(=[O:14])=[O:13])=[CH:16][CH:17]=1.